The task is: Predict the reactants needed to synthesize the given product.. This data is from Full USPTO retrosynthesis dataset with 1.9M reactions from patents (1976-2016). (1) The reactants are: [Cl:1][C:2]1[CH:7]=[CH:6][C:5]([C:8]2[N:9]([S:13]([C:16]3[CH:21]=[CH:20][CH:19]=[CH:18][CH:17]=3)(=[O:15])=[O:14])[CH:10]=[CH:11][N:12]=2)=[CH:4][CH:3]=1.C([Li])(C)(C)C.CCCCC.[CH3:32][O:33][C:34]1[CH:35]=[C:36]([CH:40]=[C:41]([O:45][CH3:46])[C:42]=1[O:43][CH3:44])[C:37](Cl)=[O:38]. Given the product [Cl:1][C:2]1[CH:3]=[CH:4][C:5]([C:8]2[N:9]([S:13]([C:16]3[CH:21]=[CH:20][CH:19]=[CH:18][CH:17]=3)(=[O:15])=[O:14])[CH:10]=[C:11]([C:37]([C:36]3[CH:40]=[C:41]([O:45][CH3:46])[C:42]([O:43][CH3:44])=[C:34]([O:33][CH3:32])[CH:35]=3)=[O:38])[N:12]=2)=[CH:6][CH:7]=1, predict the reactants needed to synthesize it. (2) Given the product [C:46]([NH:1][C:2]1[CH:26]=[CH:25][C:5]2[N:6]([CH:19]([CH2:23][CH3:24])[C:20]([O:22][CH3:27])=[O:21])[C:7](=[N:9][C:10](=[O:18])[C:11]3[CH:12]=[CH:13][C:14]([CH3:17])=[CH:15][CH:16]=3)[S:8][C:4]=2[CH:3]=1)(=[O:48])[CH3:47], predict the reactants needed to synthesize it. The reactants are: [NH2:1][C:2]1[CH:26]=[CH:25][C:5]2[N:6]([CH:19]([CH2:23][CH3:24])[C:20]([O-:22])=[O:21])[C:7](=[N:9][C:10](=[O:18])[C:11]3[CH:16]=[CH:15][C:14]([CH3:17])=[CH:13][CH:12]=3)[S:8][C:4]=2[CH:3]=1.[CH:27](N(C(C)C)CC)(C)C.CNC1(NC)C=CN=CC1.[C:46](OC(=O)C)(=[O:48])[CH3:47]. (3) The reactants are: [OH:1][CH:2]1[CH2:10][C:9]2[N:8]([C:11]3[CH:16]=[C:15]([I:17])[CH:14]=[CH:13][N:12]=3)[N:7]=[C:6]([C:18]([OH:20])=O)[C:5]=2[CH2:4][CH2:3]1.[Cl-].[NH4+:22]. Given the product [OH:1][CH:2]1[CH2:10][C:9]2[N:8]([C:11]3[CH:16]=[C:15]([I:17])[CH:14]=[CH:13][N:12]=3)[N:7]=[C:6]([C:18]([NH2:22])=[O:20])[C:5]=2[CH2:4][CH2:3]1, predict the reactants needed to synthesize it. (4) Given the product [O:1]1[CH2:6][CH2:5][CH2:4][CH2:3][CH:2]1[O:7][NH:8][C:9](=[O:33])[CH2:10][C@@:11]1([C:20]2[S:21][C:22]([C:25]3[CH:30]=[CH:29][C:28]([CH2:31][CH3:32])=[CH:27][CH:26]=3)=[CH:23][CH:24]=2)[S:17](=[O:19])(=[O:18])[CH2:16][CH2:15][N:14]([CH2:40][CH:34]2[CH2:39][CH2:38][CH2:37][CH2:36][CH2:35]2)[CH2:13][CH2:12]1, predict the reactants needed to synthesize it. The reactants are: [O:1]1[CH2:6][CH2:5][CH2:4][CH2:3][CH:2]1[O:7][NH:8][C:9](=[O:33])[CH2:10][C@@:11]1([C:20]2[S:21][C:22]([C:25]3[CH:30]=[CH:29][C:28]([CH2:31][CH3:32])=[CH:27][CH:26]=3)=[CH:23][CH:24]=2)[S:17](=[O:19])(=[O:18])[CH2:16][CH2:15][NH:14][CH2:13][CH2:12]1.[CH:34]1([CH:40]=O)[CH2:39][CH2:38][CH2:37][CH2:36][CH2:35]1.C([BH3-])#N.[Na+].O. (5) Given the product [C:30]([NH:29][C:28]([C:26]1[CH:27]=[C:22]([C:21]2[C:2]([NH:1][S:43]([CH3:42])(=[O:45])=[O:44])=[CH:3][C:4]3[O:8][C:7]([C:9]4[CH:10]=[CH:11][C:12]([F:15])=[CH:13][CH:14]=4)=[C:6]([C:16]([NH:18][CH3:19])=[O:17])[C:5]=3[CH:20]=2)[CH:23]=[C:24]([NH:35][S:43]([CH3:42])(=[O:45])=[O:44])[CH:25]=1)=[O:34])([CH3:31])([CH3:32])[CH3:33], predict the reactants needed to synthesize it. The reactants are: [NH2:1][C:2]1[C:21]([C:22]2[CH:27]=[C:26]([C:28](=[O:34])[NH:29][C:30]([CH3:33])([CH3:32])[CH3:31])[CH:25]=[C:24]([NH2:35])[CH:23]=2)=[CH:20][C:5]2[C:6]([C:16]([NH:18][CH3:19])=[O:17])=[C:7]([C:9]3[CH:14]=[CH:13][C:12]([F:15])=[CH:11][CH:10]=3)[O:8][C:4]=2[CH:3]=1.N1C=CC=CC=1.[CH3:42][S:43](Cl)(=[O:45])=[O:44]. (6) Given the product [Cl:10][C:6]1[N:5]=[CH:4][C:3]2[CH2:11][N:12]([C:16]3[C:21]([F:22])=[C:20]([O:23][CH3:24])[CH:19]=[C:18]([O:25][CH3:26])[C:17]=3[F:27])[C:13](=[O:14])[N:35]([C:30]3[CH:31]=[CH:32][CH:33]=[CH:34][C:29]=3[F:28])[C:2]=2[C:7]=1[C:8]#[N:9], predict the reactants needed to synthesize it. The reactants are: Cl[C:2]1[C:7]([C:8]#[N:9])=[C:6]([Cl:10])[N:5]=[CH:4][C:3]=1[CH2:11][N:12]([C:16]1[C:21]([F:22])=[C:20]([O:23][CH3:24])[CH:19]=[C:18]([O:25][CH3:26])[C:17]=1[F:27])[C:13](Cl)=[O:14].[F:28][C:29]1[CH:34]=[CH:33][CH:32]=[CH:31][C:30]=1[NH2:35].C(N(CC)C(C)C)(C)C.C(=O)([O-])[O-].[K+].[K+]. (7) Given the product [Br:5][C:6]1[C:7]([C:13]#[N:14])=[N:8][CH:9]=[C:10]([NH:4][CH2:3][CH2:1][OH:2])[N:11]=1, predict the reactants needed to synthesize it. The reactants are: [CH2:1]([CH2:3][NH2:4])[OH:2].[Br:5][C:6]1[C:7]([C:13]#[N:14])=[N:8][CH:9]=[C:10](Cl)[N:11]=1.C(N(C(C)C)C(C)C)C.